From a dataset of Catalyst prediction with 721,799 reactions and 888 catalyst types from USPTO. Predict which catalyst facilitates the given reaction. (1) Reactant: Cl.[CH3:2][O:3][C:4](=[O:38])[CH2:5][CH2:6][NH:7][C:8](=[O:37])[C:9]1[CH:14]=[CH:13][C:12]([CH:15]([NH:22][C:23]([NH:25][C:26]2[CH:31]=[CH:30][C:29]([O:32][C:33]([F:36])([F:35])[F:34])=[CH:28][CH:27]=2)=[O:24])[CH:16]2[CH2:21][CH2:20][NH:19][CH2:18][CH2:17]2)=[CH:11][CH:10]=1.C(N(C(C)C)CC)(C)C.[CH:48]1([C:51](Cl)=[O:52])[CH2:50][CH2:49]1.O. Product: [CH3:2][O:3][C:4](=[O:38])[CH2:5][CH2:6][NH:7][C:8](=[O:37])[C:9]1[CH:14]=[CH:13][C:12]([CH:15]([NH:22][C:23]([NH:25][C:26]2[CH:27]=[CH:28][C:29]([O:32][C:33]([F:34])([F:35])[F:36])=[CH:30][CH:31]=2)=[O:24])[CH:16]2[CH2:17][CH2:18][N:19]([C:51]([CH:48]3[CH2:50][CH2:49]3)=[O:52])[CH2:20][CH2:21]2)=[CH:11][CH:10]=1. The catalyst class is: 39. (2) Reactant: [F:1][C:2]1[CH:7]=[CH:6][C:5]([NH:8][C:9](=[O:23])[CH2:10][C:11]2[C:19]3[C:14](=[CH:15][CH:16]=[C:17]([O:20][CH3:21])[CH:18]=3)[NH:13][C:12]=2[CH3:22])=[CH:4][CH:3]=1.[H-].[Na+].[Cl:26][C:27]1[CH:35]=[CH:34][C:30]([C:31](Cl)=[O:32])=[C:29]([N+:36]([O-:38])=[O:37])[CH:28]=1. Product: [Cl:26][C:27]1[CH:35]=[CH:34][C:30]([C:31]([N:13]2[C:14]3[C:19](=[CH:18][C:17]([O:20][CH3:21])=[CH:16][CH:15]=3)[C:11]([CH2:10][C:9]([NH:8][C:5]3[CH:4]=[CH:3][C:2]([F:1])=[CH:7][CH:6]=3)=[O:23])=[C:12]2[CH3:22])=[O:32])=[C:29]([N+:36]([O-:38])=[O:37])[CH:28]=1. The catalyst class is: 3. (3) Reactant: [CH3:1][N:2]1[CH:6]=[C:5]([CH3:7])[C:4]([C:8]([OH:10])=O)=[CH:3]1.O1CCCC1.C(Cl)(=O)C(Cl)=O.[NH2:22][C:23]1[CH:24]=[C:25]([CH:42]=[CH:43][CH:44]=1)[O:26][C:27]1[CH:28]=[CH:29][C:30]2[N:31]([N:33]=[C:34]([NH:36][C:37]([CH:39]3[CH2:41][CH2:40]3)=[O:38])[N:35]=2)[CH:32]=1. Product: [CH:39]1([C:37]([NH:36][C:34]2[N:35]=[C:30]3[CH:29]=[CH:28][C:27]([O:26][C:25]4[CH:24]=[C:23]([NH:22][C:8]([C:4]5[C:5]([CH3:7])=[CH:6][N:2]([CH3:1])[CH:3]=5)=[O:10])[CH:44]=[CH:43][CH:42]=4)=[CH:32][N:31]3[N:33]=2)=[O:38])[CH2:40][CH2:41]1. The catalyst class is: 402. (4) Reactant: [CH:1]([C:4]1[N:5]=[C:6]([CH2:9][O:10][C:11]2[CH:12]=[C:13]([CH:16]=[CH:17][CH:18]=2)[CH:14]=O)[S:7][CH:8]=1)([CH3:3])[CH3:2].[Cl:19][C:20]1[CH:25]=[CH:24][C:23]([S:26]([NH:29][CH2:30][CH2:31][CH2:32][CH2:33][NH2:34])(=[O:28])=[O:27])=[CH:22][CH:21]=1. Product: [Cl:19][C:20]1[CH:21]=[CH:22][C:23]([S:26]([NH:29][CH2:30][CH2:31][CH2:32][CH2:33][NH:34][CH2:14][C:13]2[CH:16]=[CH:17][CH:18]=[C:11]([O:10][CH2:9][C:6]3[S:7][CH:8]=[C:4]([CH:1]([CH3:3])[CH3:2])[N:5]=3)[CH:12]=2)(=[O:27])=[O:28])=[CH:24][CH:25]=1. The catalyst class is: 8. (5) Reactant: F[C:2]1[CH:12]=[CH:11][C:5]([C:6]([O:8][CH2:9][CH3:10])=[O:7])=[CH:4][CH:3]=1.CS(C)=O.Cl.[CH3:18][NH2:19].C(=O)([O-])[O-].[K+].[K+]. Product: [CH3:18][NH:19][C:2]1[CH:12]=[CH:11][C:5]([C:6]([O:8][CH2:9][CH3:10])=[O:7])=[CH:4][CH:3]=1. The catalyst class is: 6. (6) Reactant: [OH:1][C@H:2]1[CH2:7][CH2:6][CH2:5][CH2:4][C@@H:3]1[NH:8][C:9]([C:11]1[C:15]2=[N:16][CH:17]=[CH:18][C:19]([CH3:20])=[C:14]2[NH:13][CH:12]=1)=[O:10].[Cl:21][C:22]1[CH:27]=[CH:26][C:25]([CH2:28]Cl)=[CH:24][N:23]=1.C(=O)([O-])[O-].[Cs+].[Cs+]. Product: [Cl:21][C:22]1[N:23]=[CH:24][C:25]([CH2:28][N:13]2[C:14]3[C:15](=[N:16][CH:17]=[CH:18][C:19]=3[CH3:20])[C:11]([C:9]([NH:8][C@H:3]3[CH2:4][CH2:5][CH2:6][CH2:7][C@@H:2]3[OH:1])=[O:10])=[CH:12]2)=[CH:26][CH:27]=1. The catalyst class is: 3. (7) Reactant: C([N:3](CC)CC)C.ClC(OCC)=O.[C:14]([O:18][C:19]([N:21]1[CH2:26][CH2:25][O:24][CH2:23][CH:22]1[C:27]([OH:29])=O)=[O:20])([CH3:17])([CH3:16])[CH3:15].[OH-].[NH4+]. Product: [C:14]([O:18][C:19]([N:21]1[CH2:26][CH2:25][O:24][CH2:23][CH:22]1[C:27](=[O:29])[NH2:3])=[O:20])([CH3:17])([CH3:16])[CH3:15]. The catalyst class is: 1.